Dataset: Full USPTO retrosynthesis dataset with 1.9M reactions from patents (1976-2016). Task: Predict the reactants needed to synthesize the given product. (1) Given the product [Cl:1][C:2]1[C:7]([C:8]#[N:10])=[CH:6][N:5]=[C:4]2[CH:11]=[CH:12][S:13][C:3]=12, predict the reactants needed to synthesize it. The reactants are: [Cl:1][C:2]1[C:7]([C:8]([NH2:10])=O)=[CH:6][N:5]=[C:4]2[CH:11]=[CH:12][S:13][C:3]=12.N1C(Cl)=NC(Cl)=NC=1Cl. (2) Given the product [CH3:11][O:10][C:5]1[CH:4]=[CH:3][C:2]([C:6]2[CH:9]=[CH:2][CH:3]=[CH:4][C:20]=2[CH3:23])=[CH:9][C:6]=1[CH:7]=[O:8], predict the reactants needed to synthesize it. The reactants are: Br[C:2]1[CH:9]=[C:6]([CH:7]=[O:8])[C:5]([O:10][CH3:11])=[CH:4][CH:3]=1.P([O-])([O-])([O-])=O.[K+].[K+].[K+].[CH2:20]([CH2:23]OC)OC. (3) Given the product [NH2:23][C:26]1[CH:27]=[C:28]2[C:32](=[CH:33][CH:34]=1)[N:31]([C:35]1[CH:40]=[CH:39][C:38]([F:41])=[CH:37][CH:36]=1)[N:30]=[CH:29]2, predict the reactants needed to synthesize it. The reactants are: [N+](C1C=C2C(=CC=1)NN=C2)([O-])=O.FC1C=CC(B(O)O)=CC=1.[N+:23]([C:26]1[CH:27]=[C:28]2[C:32](=[CH:33][CH:34]=1)[N:31]([C:35]1[CH:40]=[CH:39][C:38]([F:41])=[CH:37][CH:36]=1)[N:30]=[CH:29]2)([O-])=O.[NH4+].[Cl-].[In]. (4) Given the product [NH2:14][C:11]1[CH:12]=[CH:13][C:8]([CH2:7][N:6]2[C:2]([CH3:1])=[CH:3][N:4]=[CH:5]2)=[CH:9][CH:10]=1, predict the reactants needed to synthesize it. The reactants are: [CH3:1][C:2]1[N:6]([CH2:7][C:8]2[CH:13]=[CH:12][C:11]([N+:14]([O-])=O)=[CH:10][CH:9]=2)[CH:5]=[N:4][CH:3]=1. (5) Given the product [N:37]1[CH:38]=[CH:39][CH:40]=[C:35]([C:28]2[CH:29]=[C:30]([C:31]([F:32])([F:33])[F:34])[N:26]([C:23]3[CH:24]=[CH:25][C:20]([NH:19][C:18]([C:14]4[CH:13]=[C:12]([N:9]5[CH2:8][CH2:7][CH:6]([C:4]([OH:5])=[O:3])[CH2:11][CH2:10]5)[CH:17]=[CH:16][CH:15]=4)=[O:41])=[N:21][CH:22]=3)[N:27]=2)[CH:36]=1, predict the reactants needed to synthesize it. The reactants are: C([O:3][C:4]([CH:6]1[CH2:11][CH2:10][N:9]([C:12]2[CH:17]=[CH:16][CH:15]=[C:14]([C:18](=[O:41])[NH:19][C:20]3[CH:25]=[CH:24][C:23]([N:26]4[C:30]([C:31]([F:34])([F:33])[F:32])=[CH:29][C:28]([C:35]5[CH:36]=[N:37][CH:38]=[CH:39][CH:40]=5)=[N:27]4)=[CH:22][N:21]=3)[CH:13]=2)[CH2:8][CH2:7]1)=[O:5])C.O.[OH-].[Li+]. (6) Given the product [C:35]([O:34][C:33]([NH:32][C@H:27]1[CH2:28][CH2:29][CH2:30][CH2:31][C@H:26]1[NH:25][C:2]1[CH:11]=[C:10]([C:12]#[N:13])[C:5]([C:6]([O:8][CH3:9])=[O:7])=[C:4]([NH:14][C:15]2[CH:20]=[CH:19][CH:18]=[C:17]([S:21]([CH3:24])(=[O:23])=[O:22])[CH:16]=2)[N:3]=1)=[O:39])([CH3:38])([CH3:36])[CH3:37], predict the reactants needed to synthesize it. The reactants are: Cl[C:2]1[CH:11]=[C:10]([C:12]#[N:13])[C:5]([C:6]([O:8][CH3:9])=[O:7])=[C:4]([NH:14][C:15]2[CH:20]=[CH:19][CH:18]=[C:17]([S:21]([CH3:24])(=[O:23])=[O:22])[CH:16]=2)[N:3]=1.[NH2:25][C@@H:26]1[CH2:31][CH2:30][CH2:29][CH2:28][C@@H:27]1[NH:32][C:33](=[O:39])[O:34][C:35]([CH3:38])([CH3:37])[CH3:36].CCN(CC)CC.C([O-])(O)=O.[Na+]. (7) Given the product [C:45]([C:33]1[N:34]=[C:35]([C:37]2[C:38]([F:44])=[CH:39][CH:40]=[CH:41][C:42]=2[F:43])[O:36][C:32]=1[NH:31][C:28]1[CH:27]=[CH:26][C:25]([NH:24][C:11](=[O:13])[CH2:10][CH2:9][N:8]([CH3:14])[C:6](=[O:7])[O:5][C:1]([CH3:2])([CH3:3])[CH3:4])=[CH:30][CH:29]=1)#[N:46], predict the reactants needed to synthesize it. The reactants are: [C:1]([O:5][C:6]([N:8]([CH3:14])[CH2:9][CH2:10][C:11]([OH:13])=O)=[O:7])([CH3:4])([CH3:3])[CH3:2].C(N(C(C)C)CC)(C)C.[NH2:24][C:25]1[CH:30]=[CH:29][C:28]([NH:31][C:32]2[O:36][C:35]([C:37]3[C:42]([F:43])=[CH:41][CH:40]=[CH:39][C:38]=3[F:44])=[N:34][C:33]=2[C:45]#[N:46])=[CH:27][CH:26]=1.F[P-](F)(F)(F)(F)F.N1(OC(N(C)C)=[N+](C)C)C2N=CC=CC=2N=N1. (8) Given the product [CH2:32]([O:31][C:29]([N:28]=[S:26]([C:22]1[CH:23]=[CH:24][CH:25]=[C:20]([CH2:19][O:17][C:11]2[CH:10]=[C:9]3[C:14]([C:5]([NH:4][CH:1]([CH3:3])[CH3:2])=[N:6][CH:7]=[N:8]3)=[CH:13][C:12]=2[O:15][CH3:16])[CH:21]=1)([CH3:34])=[O:27])=[O:30])[CH3:33], predict the reactants needed to synthesize it. The reactants are: [CH:1]([NH:4][C:5]1[C:14]2[C:9](=[CH:10][C:11]([OH:17])=[C:12]([O:15][CH3:16])[CH:13]=2)[N:8]=[CH:7][N:6]=1)([CH3:3])[CH3:2].Br[CH2:19][C:20]1[CH:21]=[C:22]([S:26]([CH3:34])(=[N:28][C:29]([O:31][CH2:32][CH3:33])=[O:30])=[O:27])[CH:23]=[CH:24][CH:25]=1.C(=O)([O-])[O-].[Cs+].[Cs+].